Dataset: Full USPTO retrosynthesis dataset with 1.9M reactions from patents (1976-2016). Task: Predict the reactants needed to synthesize the given product. (1) Given the product [Cl:1][C:2]1[NH:10][C:9]2[C:8](=[O:14])[N:7]([CH2:33][CH2:32][CH2:31][C:29]3[O:28][N:27]=[C:26]([CH2:25][C:19]4[CH:24]=[CH:23][CH:22]=[CH:21][CH:20]=4)[N:30]=3)[C:6](=[O:15])[N:5]([CH2:16][CH2:17][CH3:18])[C:4]=2[N:3]=1, predict the reactants needed to synthesize it. The reactants are: [Cl:1][C:2]1[N:10](CC=C)[C:9]2[C:8](=[O:14])[NH:7][C:6](=[O:15])[N:5]([CH2:16][CH2:17][CH3:18])[C:4]=2[N:3]=1.[C:19]1([CH2:25][C:26]2[N:30]=[C:29]([CH2:31][CH2:32][CH2:33]O)[O:28][N:27]=2)[CH:24]=[CH:23][CH:22]=[CH:21][CH:20]=1.C1C=CC(P(C2C=CC=CC=2)C2C=CC=CC=2)=CC=1.C1C=CC(COC(/N=N/C(OCC2C=CC=CC=2)=O)=O)=CC=1.N1CCOCC1. (2) The reactants are: C(O)(C(F)(F)F)=O.C(OC(=O)[NH:14][C@H:15]([C:17]1[N:21]([CH:22]2[CH2:24][CH2:23]2)[C:20]2[C:25]([Br:30])=[C:26]([F:29])[CH:27]=[CH:28][C:19]=2[N:18]=1)[CH3:16])(C)(C)C. Given the product [Br:30][C:25]1[C:20]2[N:21]([CH:22]3[CH2:23][CH2:24]3)[C:17]([C@@H:15]([NH2:14])[CH3:16])=[N:18][C:19]=2[CH:28]=[CH:27][C:26]=1[F:29], predict the reactants needed to synthesize it. (3) Given the product [C:4]([N:5]=[S:7]([CH3:6])[CH:8]([C:10]1[CH:15]=[N:14][C:13]([C:16]([F:19])([F:17])[F:18])=[CH:12][CH:11]=1)[CH3:9])#[N:3], predict the reactants needed to synthesize it. The reactants are: [OH-].[Na+].[N:3]#[C:4][NH2:5].[CH3:6][S:7][CH:8]([C:10]1[CH:11]=[CH:12][C:13]([C:16]([F:19])([F:18])[F:17])=[N:14][CH:15]=1)[CH3:9].Cl[O-].[Na+]. (4) Given the product [Cl:1][C:2]1[CH:9]=[C:8]([N:10]([CH2:16][C:17]2[CH:22]=[CH:21][CH:20]=[CH:19][C:18]=2[Cl:23])[C@H:11]2[CH2:15][CH2:14][N:13]([S:32]([C:28]3[CH:29]=[CH:30][CH:31]=[C:26]([O:25][CH3:24])[CH:27]=3)(=[O:34])=[O:33])[CH2:12]2)[CH:7]=[CH:6][C:3]=1[C:4]#[N:5], predict the reactants needed to synthesize it. The reactants are: [Cl:1][C:2]1[CH:9]=[C:8]([N:10]([CH2:16][C:17]2[CH:22]=[CH:21][CH:20]=[CH:19][C:18]=2[Cl:23])[C@H:11]2[CH2:15][CH2:14][NH:13][CH2:12]2)[CH:7]=[CH:6][C:3]=1[C:4]#[N:5].[CH3:24][O:25][C:26]1[CH:27]=[C:28]([S:32](Cl)(=[O:34])=[O:33])[CH:29]=[CH:30][CH:31]=1. (5) Given the product [F:13][C:14]1[CH:15]=[C:16]([C:41]2[CH:46]=[CH:45][CH:44]=[CH:43][C:42]=2[C:47]2[NH:3][C:4](=[O:7])[O:5][N:48]=2)[CH:17]=[CH:18][C:19]=1[CH2:20][C:21]1[C:26](=[O:27])[N:25]([C:28]2[CH:33]=[CH:32][C:31]([O:34][CH:35]=[CH2:36])=[CH:30][CH:29]=2)[C:24]([CH3:37])=[N:23][C:22]=1[CH2:38][CH2:39][CH3:40], predict the reactants needed to synthesize it. The reactants are: [Cl-].O[NH3+:3].[C:4](=[O:7])([O-])[OH:5].[Na+].CS(C)=O.[F:13][C:14]1[CH:15]=[C:16]([C:41]2[C:42]([C:47]#[N:48])=[CH:43][CH:44]=[CH:45][CH:46]=2)[CH:17]=[CH:18][C:19]=1[CH2:20][C:21]1[C:26](=[O:27])[N:25]([C:28]2[CH:33]=[CH:32][C:31]([O:34][CH:35]=[CH2:36])=[CH:30][CH:29]=2)[C:24]([CH3:37])=[N:23][C:22]=1[CH2:38][CH2:39][CH3:40]. (6) Given the product [OH:48][CH2:49][CH2:50][C:51]1[CH:56]=[CH:55][CH:54]=[CH:53][C:52]=1[O:33][CH2:32][CH2:31][O:30][CH:18]1[CH:17]([C:14]2[CH:15]=[CH:16][C:11]([O:10][CH2:9][CH2:8][CH2:7][O:6][CH2:5][C:4]3[CH:44]=[CH:45][CH:46]=[CH:47][C:3]=3[O:2][CH3:1])=[CH:12][CH:13]=2)[CH2:22][CH2:21][N:20]([C:23]([O:25][C:26]([CH3:27])([CH3:29])[CH3:28])=[O:24])[CH2:19]1, predict the reactants needed to synthesize it. The reactants are: [CH3:1][O:2][C:3]1[CH:47]=[CH:46][CH:45]=[CH:44][C:4]=1[CH2:5][O:6][CH2:7][CH2:8][CH2:9][O:10][C:11]1[CH:16]=[CH:15][C:14]([CH:17]2[CH2:22][CH2:21][N:20]([C:23]([O:25][C:26]([CH3:29])([CH3:28])[CH3:27])=[O:24])[CH2:19][CH:18]2[O:30][CH2:31][CH2:32][O:33]S(C2C=CC(C)=CC=2)(=O)=O)=[CH:13][CH:12]=1.[OH:48][CH2:49][CH2:50][C:51]1[CH:56]=[CH:55][CH:54]=[CH:53][C:52]=1O. (7) The reactants are: FC(F)(F)C(O)=O.[CH2:8]([C:10]1[CH:15]=[CH:14][C:13]([CH:16]2[CH2:21][N:20]([C:22]([N:24]3[CH2:28][CH2:27][CH2:26][CH2:25]3)=[O:23])[CH2:19][CH:18]([NH2:29])[CH2:17]2)=[CH:12][CH:11]=1)[CH3:9].Cl[C:31]([O:33][C:34]1[CH:39]=[CH:38][CH:37]=[CH:36][CH:35]=1)=[O:32]. Given the product [CH2:8]([C:10]1[CH:11]=[CH:12][C:13]([CH:16]2[CH2:21][N:20]([C:22]([N:24]3[CH2:25][CH2:26][CH2:27][CH2:28]3)=[O:23])[CH2:19][CH:18]([NH:29][C:31](=[O:32])[O:33][C:34]3[CH:39]=[CH:38][CH:37]=[CH:36][CH:35]=3)[CH2:17]2)=[CH:14][CH:15]=1)[CH3:9], predict the reactants needed to synthesize it.